This data is from Full USPTO retrosynthesis dataset with 1.9M reactions from patents (1976-2016). The task is: Predict the reactants needed to synthesize the given product. (1) Given the product [CH3:16][C@@:10]12[C:13]([CH3:14])([CH3:15])[C@@H:7]([C:6]3[C:4](=[O:5])[N:20]([CH2:19][C:18]([F:23])([F:22])[F:17])[NH:21][C:11]=31)[CH2:8][CH2:9]2, predict the reactants needed to synthesize it. The reactants are: C(O[C:4]([CH:6]1[C:11](=O)[C@@:10]2([CH3:16])[C:13]([CH3:15])([CH3:14])[C@@H:7]1[CH2:8][CH2:9]2)=[O:5])C.[F:17][C:18]([F:23])([F:22])[CH2:19][NH:20][NH2:21].Cl.O1CCOCC1. (2) Given the product [F:19][C:20]1[CH:21]=[CH:22][C:23]2[N:24]([C:26]([N:29]3[CH2:34][CH2:33][C:32]([CH3:36])([O:6][Si:7]([CH:8]([CH3:9])[CH3:10])([CH:11]([CH3:12])[CH3:13])[CH:14]([CH3:15])[CH3:16])[CH2:31][CH2:30]3)=[N:27][N:28]=2)[CH:25]=1, predict the reactants needed to synthesize it. The reactants are: FC(F)(F)S([O:6][Si:7]([CH:14]([CH3:16])[CH3:15])([CH:11]([CH3:13])[CH3:12])[CH:8]([CH3:10])[CH3:9])(=O)=O.[F:19][C:20]1[CH:21]=[CH:22][C:23]2[N:24]([C:26]([N:29]3[CH2:34][CH2:33][C:32]([CH3:36])(O)[CH2:31][CH2:30]3)=[N:27][N:28]=2)[CH:25]=1.CCN(CC)CC. (3) Given the product [O:20]1[C:24]2([CH2:29][CH2:28][C:27]([C:17]3[S:18][C:11]4[C:12](=[N:13][CH:14]=[CH:15][C:10]=4[O:9][C:8]4[CH:7]=[CH:6][C:4]([NH2:5])=[CH:3][C:2]=4[F:1])[CH:16]=3)=[CH:26][CH2:25]2)[O:23][CH2:22][CH2:21]1, predict the reactants needed to synthesize it. The reactants are: [F:1][C:2]1[CH:3]=[C:4]([CH:6]=[CH:7][C:8]=1[O:9][C:10]1[CH:15]=[CH:14][N:13]=[C:12]2[CH:16]=[C:17](I)[S:18][C:11]=12)[NH2:5].[O:20]1[C:24]2([CH2:29][CH2:28][C:27](B(O)O)=[CH:26][CH2:25]2)[O:23][CH2:22][CH2:21]1.C([O-])([O-])=O.[Na+].[Na+]. (4) Given the product [NH2:6][CH:7]1[CH2:12][CH2:11][N:10]([C:13]([O:15][C:16]([CH3:19])([CH3:18])[CH3:17])=[O:14])[CH:9]([C:20]2[CH:21]=[CH:22][CH:23]=[CH:24][CH:25]=2)[CH2:8]1, predict the reactants needed to synthesize it. The reactants are: CC(C)(S([NH:6][CH:7]1[CH2:12][CH2:11][N:10]([C:13]([O:15][C:16]([CH3:19])([CH3:18])[CH3:17])=[O:14])[CH:9]([C:20]2[CH:25]=[CH:24][CH:23]=[CH:22][CH:21]=2)[CH2:8]1)=O)C. (5) Given the product [F:17][C:16]([F:19])([F:18])[C:12]1[CH:11]=[C:10]([C:7]2[CH:8]=[CH:9][C:4]3[NH:1][C:22](=[O:24])[CH2:21][NH:20][C:5]=3[N:6]=2)[CH:15]=[CH:14][CH:13]=1, predict the reactants needed to synthesize it. The reactants are: [N+:1]([C:4]1[C:5]([NH:20][CH2:21][C:22]([O:24]CC)=O)=[N:6][C:7]([C:10]2[CH:15]=[CH:14][CH:13]=[C:12]([C:16]([F:19])([F:18])[F:17])[CH:11]=2)=[CH:8][CH:9]=1)([O-])=O.